From a dataset of Full USPTO retrosynthesis dataset with 1.9M reactions from patents (1976-2016). Predict the reactants needed to synthesize the given product. Given the product [O:13]=[C:3]1[C:12]2[C:7](=[CH:8][CH:9]=[CH:10][CH:11]=2)[CH2:6][CH2:5][CH:4]1[C:14]([O:15][CH3:16])=[O:17], predict the reactants needed to synthesize it. The reactants are: [H-].[Na+].[C:3]1(=[O:13])[C:12]2[C:7](=[CH:8][CH:9]=[CH:10][CH:11]=2)[CH2:6][CH2:5][CH2:4]1.[C:14](=O)([O:17]C)[O:15][CH3:16].